This data is from Forward reaction prediction with 1.9M reactions from USPTO patents (1976-2016). The task is: Predict the product of the given reaction. (1) Given the reactants [C:1](=[O:3])=[O:2].[O-:4][CH2:5][CH3:6].[Mg+2:7].[O-:8][CH2:9][CH3:10], predict the reaction product. The product is: [C:1](=[O:2])([O-:3])[O:4][CH2:5][CH3:6].[Mg+2:7].[CH2:9]([O:8][C:1](=[O:2])[O-:3])[CH3:10]. (2) Given the reactants Cl.Cl.[NH2:3][C:4]1([CH2:10][NH:11][C:12](=[O:20])[C:13]2[CH:18]=[CH:17][C:16]([Cl:19])=[CH:15][CH:14]=2)[CH2:9][CH2:8][NH:7][CH2:6][CH2:5]1.Cl[C:22]1[C:23]2[CH:30]=[CH:29][NH:28][C:24]=2[N:25]=[CH:26][N:27]=1.C(N(CC)CC)C, predict the reaction product. The product is: [NH2:3][C:4]1([CH2:10][NH:11][C:12](=[O:20])[C:13]2[CH:14]=[CH:15][C:16]([Cl:19])=[CH:17][CH:18]=2)[CH2:9][CH2:8][N:7]([C:22]2[C:23]3[CH:30]=[CH:29][NH:28][C:24]=3[N:25]=[CH:26][N:27]=2)[CH2:6][CH2:5]1. (3) Given the reactants [CH3:1][C:2]1[O:6][N:5]=[C:4]([C:7]2[CH:12]=[CH:11][CH:10]=[CH:9][CH:8]=2)[C:3]=1[C:13]1[CH:14]=[C:15]([NH2:19])[CH:16]=[CH:17][CH:18]=1.[C:20](O[C:20]([O:22][C:23]([CH3:26])([CH3:25])[CH3:24])=[O:21])([O:22][C:23]([CH3:26])([CH3:25])[CH3:24])=[O:21].C(O)(=O)CC(CC(O)=O)(C(O)=O)O, predict the reaction product. The product is: [C:23]([O:22][C:20](=[O:21])[NH:19][C:15]1[CH:16]=[CH:17][CH:18]=[C:13]([C:3]2[C:4]([C:7]3[CH:8]=[CH:9][CH:10]=[CH:11][CH:12]=3)=[N:5][O:6][C:2]=2[CH3:1])[CH:14]=1)([CH3:26])([CH3:25])[CH3:24]. (4) Given the reactants Br[C:2]1[C:7]([C:8]([F:11])([F:10])[F:9])=[CH:6][C:5]([NH:12][C:13]2[N:17]=[C:16]([NH2:18])[NH:15][N:14]=2)=[CH:4][C:3]=1[Cl:19].CN1C(C)(C)CC(SC2C=CC(B3OC(C)(C)C(C)(C)O3)=CC=2)CC1(C)C.C(=O)([O-])[O-].[K+].[K+].[OH:53][CH2:54][C:55]([NH:58][S:59]([C:62]1[CH:67]=[CH:66][C:65](B2OC(C)(C)C(C)(C)O2)=[CH:64][CH:63]=1)(=[O:61])=[O:60])([CH3:57])[CH3:56], predict the reaction product. The product is: [OH:53][CH2:54][C:55]([NH:58][S:59]([C:62]1[CH:67]=[CH:66][C:65]([C:2]2[C:3]([Cl:19])=[CH:4][C:5]([NH:12][C:13]3[N:17]=[C:16]([NH2:18])[NH:15][N:14]=3)=[CH:6][C:7]=2[C:8]([F:11])([F:10])[F:9])=[CH:64][CH:63]=1)(=[O:61])=[O:60])([CH3:57])[CH3:56]. (5) Given the reactants [F:1][C:2]1[CH:7]=[CH:6][C:5]([C:8]2[O:12][N:11]=[C:10]([CH2:13]O)[CH:9]=2)=[CH:4][CH:3]=1.C1(P(C2C=CC=CC=2)C2C=CC=CC=2)C=CC=CC=1.C(Cl)(Cl)(Cl)[Cl:35], predict the reaction product. The product is: [Cl:35][CH2:13][C:10]1[CH:9]=[C:8]([C:5]2[CH:6]=[CH:7][C:2]([F:1])=[CH:3][CH:4]=2)[O:12][N:11]=1. (6) Given the reactants FC1C=C(F)C=CC=1C1C=C(CN2C(=O)C3=CC=CC=C3C2=O)C(=O)N(CC(C)C)N=1.[C:32]([C:35]1[C:36](=[O:57])[N:37]([CH2:49][C:50]2[CH:55]=[CH:54][C:53]([Cl:56])=[CH:52][CH:51]=2)[N:38]=[C:39]([C:41]2[CH:46]=[CH:45][C:44]([F:47])=[C:43]([CH3:48])[CH:42]=2)[CH:40]=1)(O)=[O:33], predict the reaction product. The product is: [Cl:56][C:53]1[CH:52]=[CH:51][C:50]([CH2:49][N:37]2[C:36](=[O:57])[C:35]([CH2:32][OH:33])=[CH:40][C:39]([C:41]3[CH:46]=[CH:45][C:44]([F:47])=[C:43]([CH3:48])[CH:42]=3)=[N:38]2)=[CH:55][CH:54]=1.